This data is from CYP3A4 inhibition data for predicting drug metabolism from PubChem BioAssay. The task is: Regression/Classification. Given a drug SMILES string, predict its absorption, distribution, metabolism, or excretion properties. Task type varies by dataset: regression for continuous measurements (e.g., permeability, clearance, half-life) or binary classification for categorical outcomes (e.g., BBB penetration, CYP inhibition). Dataset: cyp3a4_veith. (1) The drug is O=C(Nc1ccc(Cl)cc1Cl)c1cccc(N2C(=O)C=CC2=O)c1. The result is 1 (inhibitor). (2) The drug is CN(C)Cc1cc(Cl)c(O)c(CN(C)C)c1. The result is 0 (non-inhibitor).